This data is from Full USPTO retrosynthesis dataset with 1.9M reactions from patents (1976-2016). The task is: Predict the reactants needed to synthesize the given product. (1) Given the product [N:9]1([O:19][C:11](=[O:18])[C:12]2[CH:17]=[CH:16][CH:15]=[CH:14][CH:13]=2)[C:10]2[CH:2]=[CH:3][CH:4]=[CH:5][C:6]=2[N:7]=[N:8]1, predict the reactants needed to synthesize it. The reactants are: O[C:2]1[C:10]2[N:9]=[N:8][NH:7][C:6]=2[CH:5]=[CH:4][CH:3]=1.[C:11]([OH:19])(=[O:18])[C:12]1[CH:17]=[CH:16][CH:15]=[CH:14][CH:13]=1.CC(C)N=C=NC(C)C. (2) Given the product [CH3:1][C:2]1[CH:10]=[C:9]([CH3:11])[C:8]2[N:7]([S:12]([C:15]3[CH:21]=[CH:20][C:18]([CH3:19])=[CH:17][CH:16]=3)(=[O:14])=[O:13])[CH:6]=[CH:5][C:4]=2[C:3]=1[NH2:22], predict the reactants needed to synthesize it. The reactants are: [CH3:1][C:2]1[C:3]([N+:22]([O-])=O)=[C:4]2[C:8](=[C:9]([CH3:11])[CH:10]=1)[N:7]([S:12]([C:15]1[CH:21]=[CH:20][C:18]([CH3:19])=[CH:17][CH:16]=1)(=[O:14])=[O:13])[CH:6]=[CH:5]2.CCOC(C)=O.CC(O)=O. (3) Given the product [CH3:1][O:2][C:3]1[CH:28]=[C:27]([O:29][CH3:30])[CH:26]=[CH:25][C:4]=1[CH2:5][N:6]([C:19]1[CH:24]=[CH:23][N:22]=[CH:21][N:20]=1)[S:7]([C:10]1[CH:15]=[C:14]([F:16])[C:13]([O:43][C@H:39]2[CH2:40][CH2:41][CH2:42][C@@H:38]2[C:37]2[N:33]([CH2:31][CH3:32])[N:34]=[CH:35][CH:36]=2)=[CH:12][C:11]=1[F:18])(=[O:8])=[O:9], predict the reactants needed to synthesize it. The reactants are: [CH3:1][O:2][C:3]1[CH:28]=[C:27]([O:29][CH3:30])[CH:26]=[CH:25][C:4]=1[CH2:5][N:6]([C:19]1[CH:24]=[CH:23][N:22]=[CH:21][N:20]=1)[S:7]([C:10]1[CH:15]=[C:14]([F:16])[C:13](F)=[CH:12][C:11]=1[F:18])(=[O:9])=[O:8].[CH2:31]([N:33]1[C:37]([C@H:38]2[CH2:42][CH2:41][CH2:40][C@@H:39]2[OH:43])=[CH:36][CH:35]=[N:34]1)[CH3:32].[H-].[Na+]. (4) Given the product [CH2:15]([CH:6]1[C:7]2[CH:8]=[CH:9][CH:10]=[CH:11][C:12]=2[C:13]2[S:14][C:2]([C:30]3[CH:31]=[CH:32][S:28][CH:29]=3)=[CH:3][C:4]=2[N:5]1[S:17]([C:20]1[CH:25]=[CH:24][C:23]([O:26][CH3:27])=[CH:22][CH:21]=1)(=[O:18])=[O:19])[CH3:16], predict the reactants needed to synthesize it. The reactants are: Br[C:2]1[S:14][C:13]2[C:12]3[CH:11]=[CH:10][CH:9]=[CH:8][C:7]=3[CH:6]([CH2:15][CH3:16])[N:5]([S:17]([C:20]3[CH:25]=[CH:24][C:23]([O:26][CH3:27])=[CH:22][CH:21]=3)(=[O:19])=[O:18])[C:4]=2[CH:3]=1.[S:28]1[CH:32]=[CH:31][C:30](B(O)O)=[CH:29]1.C(=O)([O-])[O-].[K+].[K+]. (5) The reactants are: [F:1][C:2]([F:14])([F:13])[O:3][C:4]1[CH:12]=[CH:11][C:7]([C:8]([OH:10])=O)=[CH:6][CH:5]=1.CN(C(ON1N=NC2C=CC=NC1=2)=[N+](C)C)C.F[P-](F)(F)(F)(F)F.CCN(C(C)C)C(C)C.[NH2:48][C:49]([C:65]#[N:66])([CH3:64])[CH2:50][O:51][C:52]1[CH:53]=[CH:54][C:55]2[CH2:59][O:58][B:57]([OH:60])[C:56]=2[C:61]=1[C:62]#[N:63]. Given the product [C:65]([C:49]([NH:48][C:8](=[O:10])[C:7]1[CH:6]=[CH:5][C:4]([O:3][C:2]([F:1])([F:14])[F:13])=[CH:12][CH:11]=1)([CH3:64])[CH2:50][O:51][C:52]1[CH:53]=[CH:54][C:55]2[CH2:59][O:58][B:57]([OH:60])[C:56]=2[C:61]=1[C:62]#[N:63])#[N:66], predict the reactants needed to synthesize it.